This data is from Reaction yield outcomes from USPTO patents with 853,638 reactions. The task is: Predict the reaction yield, written as a fraction of the theoretical maximum amount of product (1.0 means a 100% yield; for example, 0.34 means a 34% yield). (1) The reactants are [F:1][C:2]1[CH:22]=[C:21]([N+:23]([O-])=O)[CH:20]=[CH:19][C:3]=1[O:4][C:5]1[N:10]=[CH:9][N:8]=[C:7]([NH:11][C:12]([N:14]2[CH2:18][CH2:17][CH2:16][CH2:15]2)=[O:13])[CH:6]=1.[Cl-].[NH4+]. The catalyst is C(O)C.O.[Fe]. The product is [NH2:23][C:21]1[CH:20]=[CH:19][C:3]([O:4][C:5]2[N:10]=[CH:9][N:8]=[C:7]([NH:11][C:12]([N:14]3[CH2:18][CH2:17][CH2:16][CH2:15]3)=[O:13])[CH:6]=2)=[C:2]([F:1])[CH:22]=1. The yield is 0.820. (2) The product is [Br:15][C:16]1[C:17]([CH3:23])=[C:18]([NH:19][CH2:2][C:3]2[CH:12]=[CH:11][C:10]([O:13][CH3:14])=[CH:9][C:4]=2[C:5]([O:7][CH3:8])=[O:6])[CH:20]=[CH:21][CH:22]=1. The yield is 0.180. The reactants are Br[CH2:2][C:3]1[CH:12]=[CH:11][C:10]([O:13][CH3:14])=[CH:9][C:4]=1[C:5]([O:7][CH3:8])=[O:6].[Br:15][C:16]1[C:17]([CH3:23])=[C:18]([CH:20]=[CH:21][CH:22]=1)[NH2:19]. The catalyst is CO.C(Cl)Cl. (3) The catalyst is C1COCC1. The product is [N:14]1([S:2]([C:5]2[CH:13]=[CH:12][C:8]([C:9]([OH:11])=[O:10])=[CH:7][CH:6]=2)(=[O:4])=[O:3])[CH2:19][CH2:18][O:17][CH2:16][CH2:15]1. The reactants are Cl[S:2]([C:5]1[CH:13]=[CH:12][C:8]([C:9]([OH:11])=[O:10])=[CH:7][CH:6]=1)(=[O:4])=[O:3].[NH:14]1[CH2:19][CH2:18][O:17][CH2:16][CH2:15]1.O. The yield is 0.200. (4) The reactants are COC1C=CC(C2CCCOC2[N:15]2[C:23]3[C:18](=[CH:19][C:20]([C:24]4[N:28]=[C:27]([CH2:29][N:30]([CH3:32])[CH3:31])[NH:26][N:25]=4)=[CH:21][CH:22]=3)[CH:17]=[N:16]2)=CC=1.[C:33]1(C)[CH:38]=[CH:37][CH:36]=[CH:35][CH:34]=1.[O:40]1CCOC[CH2:41]1.Cl. No catalyst specified. The product is [CH3:41][O:40][C:33]1[CH:38]=[CH:37][C:36]([C:17]2[C:18]3[C:23](=[CH:22][CH:21]=[C:20]([C:24]4[N:28]=[C:27]([CH2:29][N:30]([CH3:31])[CH3:32])[NH:26][N:25]=4)[CH:19]=3)[NH:15][N:16]=2)=[CH:35][CH:34]=1. The yield is 0.200. (5) The reactants are [C:1]1([C:7]2[C:11]([C:12](O)=[O:13])=[C:10]([C:15]([F:18])([F:17])[F:16])[O:9][N:8]=2)[CH:6]=[CH:5][CH:4]=[CH:3][CH:2]=1.C(N(CC)CC)C.C(OC(Cl)=O)C.[BH4-].[Na+]. The catalyst is C1COCC1.O.Cl. The product is [C:1]1([C:7]2[C:11]([CH2:12][OH:13])=[C:10]([C:15]([F:17])([F:18])[F:16])[O:9][N:8]=2)[CH:2]=[CH:3][CH:4]=[CH:5][CH:6]=1. The yield is 0.660.